This data is from Reaction yield outcomes from USPTO patents with 853,638 reactions. The task is: Predict the reaction yield, written as a fraction of the theoretical maximum amount of product (1.0 means a 100% yield; for example, 0.34 means a 34% yield). The reactants are [CH:1]([C:3]1[N:4]=[C:5]([C:12]([O:14][CH2:15][CH3:16])=[O:13])[N:6]2[CH:11]=[CH:10][CH:9]=[CH:8][C:7]=12)=O.[NH:17]1[CH2:22][CH2:21][O:20][CH2:19][CH2:18]1.[BH-](OC(C)=O)(OC(C)=O)OC(C)=O.[Na+]. The catalyst is ClCCCl.C([O-])(O)=O.[Na+]. The product is [N:17]1([CH2:1][C:3]2[N:4]=[C:5]([C:12]([O:14][CH2:15][CH3:16])=[O:13])[N:6]3[CH:11]=[CH:10][CH:9]=[CH:8][C:7]=23)[CH2:22][CH2:21][O:20][CH2:19][CH2:18]1. The yield is 0.860.